This data is from Full USPTO retrosynthesis dataset with 1.9M reactions from patents (1976-2016). The task is: Predict the reactants needed to synthesize the given product. (1) Given the product [CH3:22][C:16]1[CH:17]=[CH:18][CH:19]=[C:20]([CH3:21])[C:15]=1[CH2:14][O:13][C:4]1[C:5]2[N:6]([C:8]([CH3:12])=[C:9]([CH3:11])[N:10]=2)[CH:7]=[C:2]([C:23]2[CH:28]=[CH:27][CH:26]=[CH:25][CH:24]=2)[CH:3]=1, predict the reactants needed to synthesize it. The reactants are: Br[C:2]1[CH:3]=[C:4]([O:13][CH2:14][C:15]2[C:20]([CH3:21])=[CH:19][CH:18]=[CH:17][C:16]=2[CH3:22])[C:5]2[N:6]([C:8]([CH3:12])=[C:9]([CH3:11])[N:10]=2)[CH:7]=1.[C:23]1(B(O)O)[CH:28]=[CH:27][CH:26]=[CH:25][CH:24]=1.C(=O)([O-])[O-].[Na+].[Na+]. (2) Given the product [NH2:8][CH2:9][CH2:10][CH:11]([N:13]1[C:17]2=[N:18][C:19]([C:22]([O:24][CH2:25][CH3:26])=[O:23])=[CH:20][CH:21]=[C:16]2[CH:15]=[C:14]1[C:27]([O:29][CH2:30][CH3:31])=[O:28])[CH3:12], predict the reactants needed to synthesize it. The reactants are: C(OC([NH:8][CH2:9][CH2:10][CH:11]([N:13]1[C:17]2=[N:18][C:19]([C:22]([O:24][CH2:25][CH3:26])=[O:23])=[CH:20][CH:21]=[C:16]2[CH:15]=[C:14]1[C:27]([O:29][CH2:30][CH3:31])=[O:28])[CH3:12])=O)(C)(C)C.C(O)(C(F)(F)F)=O. (3) Given the product [C:39]([O:41][C:6]1[CH:1]=[CH:2][C:3]([N:13]([CH2:14][CH2:15][Cl:16])[CH2:17][CH2:18][Cl:19])=[CH:4][C:5]=1[CH:23]1[CH2:22][C:21]([CH3:31])([CH3:20])[N:26]([OH:33])[C:25]([CH3:29])([CH3:28])[CH2:24]1)(=[O:40])[CH2:38][CH2:37][CH3:36], predict the reactants needed to synthesize it. The reactants are: [CH:1]1[C:6](CCCC(O)=O)=[CH:5][CH:4]=[C:3]([N:13]([CH2:17][CH2:18][Cl:19])[CH2:14][CH2:15][Cl:16])[CH:2]=1.[CH3:20][C:21]1([CH3:31])[N:26]([O])[C:25]([CH3:29])([CH3:28])[CH2:24][CH:23](O)[CH2:22]1.N=[O:33].C(O)[C@@H](O)[C@H:36]1[O:41][C:39](=[O:40])[C:38](O)=[C:37]1O. (4) Given the product [Br:18][C:15]1[CH:16]=[CH:17][C:12]([OH:11])=[CH:13][C:14]=1[O:19][CH3:20], predict the reactants needed to synthesize it. The reactants are: CC1C=CC(S([O:11][C:12]2[CH:17]=[CH:16][C:15]([Br:18])=[C:14]([O:19][CH3:20])[CH:13]=2)(=O)=O)=CC=1.[OH-].[Na+]. (5) Given the product [OH:24][CH2:23][C:20]1[CH:21]=[CH:22][C:17]([C:2]#[C:1][C:3]2[CH:15]=[CH:14][C:6]([O:7][CH2:8][C:9]([O:11][CH2:12][CH3:13])=[O:10])=[CH:5][CH:4]=2)=[CH:18][CH:19]=1, predict the reactants needed to synthesize it. The reactants are: [C:1]([C:3]1[CH:15]=[CH:14][C:6]([O:7][CH2:8][C:9]([O:11][CH2:12][CH3:13])=[O:10])=[CH:5][CH:4]=1)#[CH:2].I[C:17]1[CH:22]=[CH:21][C:20]([CH2:23][OH:24])=[CH:19][CH:18]=1.CCN(C(C)C)C(C)C.[Cl-].[NH4+]. (6) Given the product [NH2:2][C:1](=[N:19][OH:20])[C:3]1[CH:8]=[CH:7][C:6]([NH:9][CH2:10][C:11]([O:13][C:14]([CH3:15])([CH3:17])[CH3:16])=[O:12])=[C:5]([F:18])[CH:4]=1, predict the reactants needed to synthesize it. The reactants are: [C:1]([C:3]1[CH:8]=[CH:7][C:6]([NH:9][CH2:10][C:11]([O:13][C:14]([CH3:17])([CH3:16])[CH3:15])=[O:12])=[C:5]([F:18])[CH:4]=1)#[N:2].[NH2:19][OH:20]. (7) Given the product [Cl:3][C:4]1[CH:12]=[C:11]([Cl:13])[CH:10]=[C:9]2[C:5]=1[CH:6]=[C:7]([C:14]([O:16][CH2:17][CH3:18])=[O:15])[N:8]2[CH3:20], predict the reactants needed to synthesize it. The reactants are: [H-].[Na+].[Cl:3][C:4]1[CH:12]=[C:11]([Cl:13])[CH:10]=[C:9]2[C:5]=1[CH:6]=[C:7]([C:14]([O:16][CH2:17][CH3:18])=[O:15])[NH:8]2.I[CH3:20].